From a dataset of Reaction yield outcomes from USPTO patents with 853,638 reactions. Predict the reaction yield, written as a fraction of the theoretical maximum amount of product (1.0 means a 100% yield; for example, 0.34 means a 34% yield). The reactants are [CH:1](=O)/[CH:2]=[CH:3]/[C:4]1[CH:9]=[CH:8][CH:7]=[CH:6][CH:5]=1.[C:11]([OH:16])(=[O:15])[C:12]([CH3:14])=[O:13].[OH-].[K+:18]. The catalyst is CO. The product is [O:13]=[C:12]([CH:14]=[CH:1][CH:2]=[CH:3][C:4]1[CH:9]=[CH:8][CH:7]=[CH:6][CH:5]=1)[C:11]([O-:16])=[O:15].[K+:18]. The yield is 0.610.